The task is: Predict the reactants needed to synthesize the given product.. This data is from Full USPTO retrosynthesis dataset with 1.9M reactions from patents (1976-2016). (1) Given the product [F:1][C:2]1[CH:3]=[C:4]([CH:7]=[C:8]([F:10])[CH:9]=1)[CH2:5][NH:21][C@@H:11]1[C:20]2[C:15](=[CH:16][CH:17]=[CH:18][CH:19]=2)[CH2:14][CH2:13][CH2:12]1, predict the reactants needed to synthesize it. The reactants are: [F:1][C:2]1[CH:3]=[C:4]([CH:7]=[C:8]([F:10])[CH:9]=1)[CH:5]=O.[C@@H:11]1([NH2:21])[C:20]2[C:15](=[CH:16][CH:17]=[CH:18][CH:19]=2)[CH2:14][CH2:13][CH2:12]1. (2) Given the product [CH3:63][S:64]([OH:67])(=[O:66])=[O:65].[S:31]1[C:27]2[CH:26]=[CH:25][CH:24]=[C:23]([O:22][C:19]3[CH:20]=[CH:21][C:16]([NH:15][C:13]4[C:14]5[N:6]([CH2:5][CH2:4][NH:3][C:34](=[O:33])[C:35]([CH3:40])([CH3:39])[CH2:36][OH:37])[CH:7]=[CH:8][C:9]=5[N:10]=[CH:11][N:12]=4)=[CH:17][C:18]=3[Cl:32])[C:28]=2[CH:29]=[N:30]1, predict the reactants needed to synthesize it. The reactants are: Cl.Cl.[NH2:3][CH2:4][CH2:5][N:6]1[C:14]2[C:13]([NH:15][C:16]3[CH:21]=[CH:20][C:19]([O:22][C:23]4[C:28]5[CH:29]=[N:30][S:31][C:27]=5[CH:26]=[CH:25][CH:24]=4)=[C:18]([Cl:32])[CH:17]=3)=[N:12][CH:11]=[N:10][C:9]=2[CH:8]=[CH:7]1.[OH:33][CH2:34][C:35]([CH3:40])([CH3:39])[C:36](O)=[O:37].ON1C2C=CC=CC=2N=N1.Cl.C(N=C=NCCCN(C)C)C.[CH3:63][S:64]([OH:67])(=[O:66])=[O:65]. (3) Given the product [Cl:1][C:21]1[C:20]([Cl:17])=[N:19][CH:18]=[C:16]([CH:22]=1)[C:15]([NH:12][CH2:13][CH3:14])=[O:8], predict the reactants needed to synthesize it. The reactants are: [ClH:1].C(N)C.CN(C)C=[O:8].C([N:12]([CH2:15][CH3:16])[CH2:13][CH3:14])C.[ClH:17].[CH3:18][N:19](C)[CH2:20][CH2:21][CH2:22]N=C=NCC. (4) Given the product [CH3:33][CH:34]([CH3:71])[C@H:35]([N:40]1[CH2:48][C:47]2[C:42](=[CH:43][C:44]([C:49]3[CH:50]=[CH:51][C:52]([NH:55][C:56]([C:58]4[N:59]=[C:60]([C:64]5[CH:65]=[CH:66][CH:67]=[CH:68][CH:69]=5)[O:61][C:62]=4[CH3:63])=[O:57])=[CH:53][CH:54]=3)=[CH:45][CH:46]=2)[C:41]1=[O:70])[C:36]([OH:38])=[O:37], predict the reactants needed to synthesize it. The reactants are: C(NC1C=CC(C2C=C3C(CN([C@@H](C(C)C)C(O)=O)C3=O)=CC=2)=CC=1)(=O)C1C=CC=CC=1.[CH3:33][CH:34]([CH3:71])[C@H:35]([N:40]1[CH2:48][C:47]2[C:42](=[CH:43][C:44]([C:49]3[CH:54]=[CH:53][C:52]([NH:55][C:56]([C:58]4[N:59]=[C:60]([C:64]5[CH:69]=[CH:68][CH:67]=[CH:66][CH:65]=5)[O:61][C:62]=4[CH3:63])=[O:57])=[CH:51][CH:50]=3)=[CH:45][CH:46]=2)[C:41]1=[O:70])[C:36]([O:38]C)=[O:37]. (5) Given the product [N+:1]([C:4]1[CH:12]=[CH:11][CH:10]=[CH:9][C:5]=1[C:6]([NH:19][C:20]1[CH:30]=[CH:29][CH:28]=[CH:27][C:21]=1[C:22]([O:24][CH2:25][CH3:26])=[O:23])=[O:8])([O-:3])=[O:2], predict the reactants needed to synthesize it. The reactants are: [N+:1]([C:4]1[CH:12]=[CH:11][CH:10]=[CH:9][C:5]=1[C:6]([OH:8])=O)([O-:3])=[O:2].C(Cl)(=O)C(Cl)=O.[NH2:19][C:20]1[CH:30]=[CH:29][CH:28]=[CH:27][C:21]=1[C:22]([O:24][CH2:25][CH3:26])=[O:23].N1C=CC=CC=1. (6) Given the product [Br:1][C:2]1[C:6]2[C:7](=[O:11])[N:8]([CH3:12])[CH:9]=[CH:10][C:5]=2[S:4][CH:3]=1, predict the reactants needed to synthesize it. The reactants are: [Br:1][C:2]1[C:6]2[C:7](=[O:11])[NH:8][CH:9]=[CH:10][C:5]=2[S:4][CH:3]=1.[C:12](=O)([O-])[O-].[K+].[K+].C1(C)C=CC(S(OC)(=O)=O)=CC=1.C(=O)(O)[O-].[Na+]. (7) Given the product [F:1][C:2]1[CH:3]=[C:4]([CH:15]=[CH:16][CH:17]=1)[CH2:5][O:6][C:7]1[CH:14]=[CH:13][C:10]([CH:11]=[N:23][OH:21])=[CH:9][CH:8]=1, predict the reactants needed to synthesize it. The reactants are: [F:1][C:2]1[CH:3]=[C:4]([CH:15]=[CH:16][CH:17]=1)[CH2:5][O:6][C:7]1[CH:14]=[CH:13][C:10]([CH:11]=O)=[CH:9][CH:8]=1.CCO.[OH2:21].Cl.[NH2:23]O.[OH-].[Na+]. (8) Given the product [C:1]([O:5][C:6]([N:8]1[CH2:9][CH2:10][CH:11]2[NH:12][CH2:13][CH:14]([CH2:16][O:17][S:38]([CH3:37])(=[O:40])=[O:39])[CH:15]12)=[O:7])([CH3:4])([CH3:3])[CH3:2], predict the reactants needed to synthesize it. The reactants are: [C:1]([O:5][C:6]([N:8]1[CH:15]2[CH:11]([N:12](C(OCC3C=CC=CC=3)=O)[CH2:13][CH:14]2[CH2:16][OH:17])[CH2:10][CH2:9]1)=[O:7])([CH3:4])([CH3:3])[CH3:2].CCN(C(C)C)C(C)C.[CH3:37][S:38](Cl)(=[O:40])=[O:39]. (9) Given the product [F:12][C:9]1[CH:10]=[CH:11][C:6]2[NH:5][C:3](=[O:4])[CH2:2][O:13][C:7]=2[CH:8]=1, predict the reactants needed to synthesize it. The reactants are: Cl[CH2:2][C:3]([NH:5][C:6]1[CH:11]=[CH:10][C:9]([F:12])=[CH:8][C:7]=1[OH:13])=[O:4].CCN(C(C)C)C(C)C. (10) The reactants are: [C:1](=[O:4])([O-])[NH2:2].N[C@H:6]([C:38]1[CH:43]=[CH:42][CH:41]=[CH:40][CH:39]=1)[CH2:7][N:8]1[C:13](=[O:14])[C:12]([C:15]2[CH:20]=[CH:19][CH:18]=[C:17]([O:21][CH3:22])[C:16]=2[F:23])=[C:11]([CH3:24])[N:10](CC2C(C(F)(F)F)=CC=CC=2F)[C:9]1=[O:37].C([O-])([O-])=O.[K+].[K+].C(=O)=O. Given the product [F:23][C:16]1[C:17]([O:21][CH3:22])=[CH:18][CH:19]=[CH:20][C:15]=1[C:12]1[C:13](=[O:14])[N:8]([CH2:7][C@H:6]([NH:2][C:1](=[O:4])[C:12]([CH3:15])([CH3:13])[CH3:11])[C:38]2[CH:39]=[CH:40][CH:41]=[CH:42][CH:43]=2)[C:9](=[O:37])[NH:10][C:11]=1[CH3:24], predict the reactants needed to synthesize it.